This data is from Catalyst prediction with 721,799 reactions and 888 catalyst types from USPTO. The task is: Predict which catalyst facilitates the given reaction. (1) Reactant: Br[C:2]1[CH:7]=[CH:6][C:5]([CH2:8][O:9][C:10]2[CH:15]=[CH:14][CH:13]=[CH:12][CH:11]=2)=[CH:4][CH:3]=1.C([Li])CCC.[CH:21](N1CCOCC1)=[O:22]. Product: [O:9]([CH2:8][C:5]1[CH:6]=[CH:7][C:2]([CH:21]=[O:22])=[CH:3][CH:4]=1)[C:10]1[CH:15]=[CH:14][CH:13]=[CH:12][CH:11]=1. The catalyst class is: 7. (2) Reactant: [Cl:1][C:2]1[CH:3]=[CH:4][C:5]([NH:12][C:13]([C:15]2[CH:20]=[CH:19][CH:18]=[C:17]([C:21]3[CH:25]=[CH:24][O:23][CH:22]=3)[CH:16]=2)=[O:14])=[C:6]([CH:11]=1)[C:7]([O:9]C)=[O:8].[OH-].[Na+].Cl. Product: [Cl:1][C:2]1[CH:3]=[CH:4][C:5]([NH:12][C:13]([C:15]2[CH:20]=[CH:19][CH:18]=[C:17]([C:21]3[CH:25]=[CH:24][O:23][CH:22]=3)[CH:16]=2)=[O:14])=[C:6]([CH:11]=1)[C:7]([OH:9])=[O:8]. The catalyst class is: 1. (3) Reactant: [NH2:1][C:2]1[C:3]([NH:23][C:24]2[CH:25]=[CH:26][C:27]([O:39][CH2:40][CH2:41][O:42][CH3:43])=[C:28]([N:30]([CH3:38])[C:31](=[O:37])[O:32][C:33]([CH3:36])([CH3:35])[CH3:34])[CH:29]=2)=[N:4][CH:5]=[N:6][C:7]=1[N:8]([CH2:16][C:17]1[CH:22]=[CH:21][CH:20]=[CH:19][CH:18]=1)[CH2:9][C:10]1[CH:15]=[CH:14][CH:13]=[CH:12][CH:11]=1.Cl[C:45](Cl)([O:47]C(=O)OC(Cl)(Cl)Cl)Cl. Product: [CH2:9]([N:8]([CH2:16][C:17]1[CH:18]=[CH:19][CH:20]=[CH:21][CH:22]=1)[C:7]1[N:6]=[CH:5][N:4]=[C:3]2[C:2]=1[NH:1][C:45](=[O:47])[N:23]2[C:24]1[CH:25]=[CH:26][C:27]([O:39][CH2:40][CH2:41][O:42][CH3:43])=[C:28]([N:30]([CH3:38])[C:31](=[O:37])[O:32][C:33]([CH3:34])([CH3:35])[CH3:36])[CH:29]=1)[C:10]1[CH:15]=[CH:14][CH:13]=[CH:12][CH:11]=1. The catalyst class is: 2. (4) Reactant: [Cl:1][C:2]1[CH:10]=[CH:9][C:8]([NH:11][C:12]([CH:14]2[CH2:16][CH2:15]2)=[O:13])=[C:7]2[C:3]=1[CH2:4][N:5]([C@@H:18]([C:23]1[CH:28]=[CH:27][C:26]([O:29][CH3:30])=[C:25]([O:31][CH2:32][CH3:33])[CH:24]=1)[CH2:19][C:20]([OH:22])=O)[C:6]2=[O:17].[C:34](N1C=CN=C1)([N:36]1C=CN=[CH:37]1)=O.CNC.O. Product: [Cl:1][C:2]1[CH:10]=[CH:9][C:8]([NH:11][C:12]([CH:14]2[CH2:16][CH2:15]2)=[O:13])=[C:7]2[C:3]=1[CH2:4][N:5]([C@@H:18]([C:23]1[CH:28]=[CH:27][C:26]([O:29][CH3:30])=[C:25]([O:31][CH2:32][CH3:33])[CH:24]=1)[CH2:19][C:20](=[O:22])[N:36]([CH3:37])[CH3:34])[C:6]2=[O:17]. The catalyst class is: 7. (5) Reactant: [F:1][C:2]1[CH:3]=[C:4]([C:9](=[O:11])[CH3:10])[CH:5]=[CH:6][C:7]=1F.[NH:12]1[CH2:17][CH2:16][NH:15][CH2:14][CH2:13]1. Product: [F:1][C:2]1[CH:3]=[C:4]([C:9](=[O:11])[CH3:10])[CH:5]=[CH:6][C:7]=1[N:12]1[CH2:17][CH2:16][NH:15][CH2:14][CH2:13]1. The catalyst class is: 10. (6) Product: [F:36][C:2]([F:1])([F:35])[C:3]1[CH:8]=[CH:7][CH:6]=[CH:5][C:4]=1[NH:9][C:10](=[O:34])[NH:11][C:12]1[CH:13]=[CH:14][C:15]([C:18]2[N:22]3[N:23]=[CH:24][CH:25]=[C:26]([C:27]([OH:29])=[O:28])[C:21]3=[N:20][N:19]=2)=[CH:16][CH:17]=1. The catalyst class is: 2. Reactant: [F:1][C:2]([F:36])([F:35])[C:3]1[CH:8]=[CH:7][CH:6]=[CH:5][C:4]=1[NH:9][C:10](=[O:34])[NH:11][C:12]1[CH:17]=[CH:16][C:15]([C:18]2[N:22]3[N:23]=[CH:24][CH:25]=[C:26]([C:27]([O:29]C(C)(C)C)=[O:28])[C:21]3=[N:20][N:19]=2)=[CH:14][CH:13]=1.C(O)(C(F)(F)F)=O. (7) Reactant: [F:1][CH:2]([F:28])[O:3][C:4]1[CH:5]=[C:6]([NH:10][C:11]2[C:20]3[C:15](=[CH:16][CH:17]=[C:18]([NH2:21])[CH:19]=3)[N:14]=[C:13]([C:22]3[CH:27]=[N:26][CH:25]=[CH:24][N:23]=3)[N:12]=2)[CH:7]=[CH:8][CH:9]=1.CCN(CC)CC.[CH3:36][O:37][C:38]1[CH:46]=[CH:45][C:41]([C:42](Cl)=[O:43])=[CH:40][N:39]=1. Product: [F:28][CH:2]([F:1])[O:3][C:4]1[CH:5]=[C:6]([NH:10][C:11]2[C:20]3[C:15](=[CH:16][CH:17]=[C:18]([NH:21][C:42](=[O:43])[C:41]4[CH:45]=[CH:46][C:38]([O:37][CH3:36])=[N:39][CH:40]=4)[CH:19]=3)[N:14]=[C:13]([C:22]3[CH:27]=[N:26][CH:25]=[CH:24][N:23]=3)[N:12]=2)[CH:7]=[CH:8][CH:9]=1. The catalyst class is: 1.